This data is from Forward reaction prediction with 1.9M reactions from USPTO patents (1976-2016). The task is: Predict the product of the given reaction. (1) Given the reactants [NH2:1][C:2]1[C:7]([C:8]#[N:9])=[C:6]([O:10][CH2:11][CH3:12])[N:5]=[C:4]([C:13]([OH:15])=O)[CH:3]=1.CN(C(ON1N=NC2C=CC=CC1=2)=[N+](C)C)C.[B-](F)(F)(F)F.[CH2:38]([NH2:45])[C:39]1[CH:44]=[CH:43][CH:42]=[CH:41][CH:40]=1, predict the reaction product. The product is: [NH2:1][C:2]1[C:7]([C:8]#[N:9])=[C:6]([O:10][CH2:11][CH3:12])[N:5]=[C:4]([C:13]([NH:45][CH2:38][C:39]2[CH:44]=[CH:43][CH:42]=[CH:41][CH:40]=2)=[O:15])[CH:3]=1. (2) Given the reactants [CH3:1][O:2][C:3]([C:5]1[N:6]=[C:7]2[C:12]([NH2:13])=[CH:11][C:10]([Br:14])=[CH:9][N:8]2[C:15]=1[Cl:16])=[O:4].[CH3:17][S:18](Cl)(=[O:20])=[O:19].C(N(CC)CC)C, predict the reaction product. The product is: [CH3:1][O:2][C:3]([C:5]1[N:6]=[C:7]2[C:12]([NH:13][S:18]([CH3:17])(=[O:20])=[O:19])=[CH:11][C:10]([Br:14])=[CH:9][N:8]2[C:15]=1[Cl:16])=[O:4]. (3) Given the reactants Br[C:2]1[CH:7]=[CH:6][C:5]([C:8]2[CH:12]=[C:11]([CH2:13][N:14]3[CH:19]=[C:18]4[N:20]=[C:21]([C:23]5[CH:28]=[CH:27][CH:26]=[C:25]([F:29])[C:24]=5[F:30])[N:22]=[C:17]4[CH:16]=[N:15]3)[O:10][N:9]=2)=[CH:4][CH:3]=1.[CH3:31][O:32][C:33]1[CH:38]=[CH:37][C:36](B(O)O)=[CH:35][CH:34]=1.C(=O)([O-])[O-].[Na+].[Na+], predict the reaction product. The product is: [F:30][C:24]1[C:25]([F:29])=[CH:26][CH:27]=[CH:28][C:23]=1[C:21]1[N:22]=[C:17]2[CH:16]=[N:15][N:14]([CH2:13][C:11]3[O:10][N:9]=[C:8]([C:5]4[CH:6]=[CH:7][C:2]([C:36]5[CH:37]=[CH:38][C:33]([O:32][CH3:31])=[CH:34][CH:35]=5)=[CH:3][CH:4]=4)[CH:12]=3)[CH:19]=[C:18]2[N:20]=1. (4) Given the reactants [C:1]([C:3]1[CH:4]=[C:5](I)[C:6]([CH3:13])=[C:7]([CH:12]=1)[C:8]([O:10][CH3:11])=[O:9])#[N:2].[CH3:15][N:16]1[C:20](B2OC(C)(C)C(C)(C)O2)=[C:19]([CH3:30])[CH:18]=[N:17]1.C1(P(C2CCCCC2)C2C=CC=CC=2C2C(OC)=CC=CC=2OC)CCCCC1.P([O-])([O-])([O-])=O.[K+].[K+].[K+], predict the reaction product. The product is: [C:1]([C:3]1[CH:4]=[C:5]([C:20]2[N:16]([CH3:15])[N:17]=[CH:18][C:19]=2[CH3:30])[C:6]([CH3:13])=[C:7]([CH:12]=1)[C:8]([O:10][CH3:11])=[O:9])#[N:2]. (5) The product is: [Br:1][C:2]1[CH:3]=[C:4]2[C:8](=[CH:9][CH:10]=1)[CH:7]([C:11]([OH:12])=[O:21])[CH2:6][CH2:5]2. Given the reactants [Br:1][C:2]1[CH:3]=[C:4]2[C:8](=[CH:9][CH:10]=1)/[C:7](=[CH:11]/[O:12]C)/[CH2:6][CH2:5]2.CC(=CCC)C.Cl([O-])=[O:21].[Na+].P([O-])(O)(O)=O.[Na+], predict the reaction product.